This data is from NCI-60 drug combinations with 297,098 pairs across 59 cell lines. The task is: Regression. Given two drug SMILES strings and cell line genomic features, predict the synergy score measuring deviation from expected non-interaction effect. (1) Drug 1: C1=CC(=CC=C1C#N)C(C2=CC=C(C=C2)C#N)N3C=NC=N3. Drug 2: CCC1=C2CN3C(=CC4=C(C3=O)COC(=O)C4(CC)O)C2=NC5=C1C=C(C=C5)O. Cell line: DU-145. Synergy scores: CSS=41.2, Synergy_ZIP=7.96, Synergy_Bliss=9.15, Synergy_Loewe=-49.1, Synergy_HSA=-5.57. (2) Drug 1: CC(CN1CC(=O)NC(=O)C1)N2CC(=O)NC(=O)C2. Drug 2: CCCCC(=O)OCC(=O)C1(CC(C2=C(C1)C(=C3C(=C2O)C(=O)C4=C(C3=O)C=CC=C4OC)O)OC5CC(C(C(O5)C)O)NC(=O)C(F)(F)F)O. Synergy scores: CSS=14.1, Synergy_ZIP=-5.99, Synergy_Bliss=-4.75, Synergy_Loewe=-0.565, Synergy_HSA=-0.242. Cell line: UO-31. (3) Drug 1: CC1C(C(CC(O1)OC2CC(CC3=C2C(=C4C(=C3O)C(=O)C5=C(C4=O)C(=CC=C5)OC)O)(C(=O)C)O)N)O.Cl. Drug 2: CCCCCOC(=O)NC1=NC(=O)N(C=C1F)C2C(C(C(O2)C)O)O. Cell line: NCI-H460. Synergy scores: CSS=37.5, Synergy_ZIP=0.801, Synergy_Bliss=1.33, Synergy_Loewe=-0.0392, Synergy_HSA=2.32. (4) Drug 1: CN1CCC(CC1)COC2=C(C=C3C(=C2)N=CN=C3NC4=C(C=C(C=C4)Br)F)OC. Drug 2: C1=CN(C(=O)N=C1N)C2C(C(C(O2)CO)O)O.Cl. Cell line: RPMI-8226. Synergy scores: CSS=3.36, Synergy_ZIP=4.20, Synergy_Bliss=5.99, Synergy_Loewe=-1.87, Synergy_HSA=0.698. (5) Drug 1: CC1=C(C=C(C=C1)NC2=NC=CC(=N2)N(C)C3=CC4=NN(C(=C4C=C3)C)C)S(=O)(=O)N.Cl. Drug 2: CC(C)NC(=O)C1=CC=C(C=C1)CNNC.Cl. Cell line: NCI-H322M. Synergy scores: CSS=-1.71, Synergy_ZIP=2.35, Synergy_Bliss=1.53, Synergy_Loewe=0.297, Synergy_HSA=-0.955.